This data is from Reaction yield outcomes from USPTO patents with 853,638 reactions. The task is: Predict the reaction yield, written as a fraction of the theoretical maximum amount of product (1.0 means a 100% yield; for example, 0.34 means a 34% yield). (1) The reactants are Br[C:2]1[CH:11]=[C:10]2[C:5]([C:6](=[O:21])[CH:7]=[C:8]([C:12]3[N:17]=[CH:16][N:15]4[CH:18]=[CH:19][CH:20]=[C:14]4[CH:13]=3)[O:9]2)=[CH:4][CH:3]=1.[OH:22][C:23]1[CH:24]=[C:25]([C:29]#[CH:30])[CH:26]=[CH:27][CH:28]=1. No catalyst specified. The product is [OH:22][C:23]1[CH:24]=[C:25]([C:29]#[C:30][C:2]2[CH:11]=[C:10]3[C:5]([C:6](=[O:21])[CH:7]=[C:8]([C:12]4[N:17]=[CH:16][N:15]5[CH:18]=[CH:19][CH:20]=[C:14]5[CH:13]=4)[O:9]3)=[CH:4][CH:3]=2)[CH:26]=[CH:27][CH:28]=1. The yield is 0.710. (2) The reactants are [OH:1][CH2:2][CH2:3][CH2:4][NH:5][C:6]1[CH:11]=[CH:10][CH:9]=[CH:8][N+:7]=1[O-:12].[C:13](O[C:13]([O:15][C:16]([CH3:19])([CH3:18])[CH3:17])=[O:14])([O:15][C:16]([CH3:19])([CH3:18])[CH3:17])=[O:14]. The catalyst is C(O)(C)(C)C. The product is [OH:1][CH2:2][CH2:3][CH2:4][N:5]([C:6]1[CH:11]=[CH:10][CH:9]=[CH:8][N+:7]=1[O-:12])[C:13]([O:15][C:16]([CH3:19])([CH3:18])[CH3:17])=[O:14]. The yield is 0.980. (3) The reactants are [CH:1]1([N:7]2[C:11]([C:12]3[CH:17]=[CH:16][C:15]([F:18])=[CH:14][CH:13]=3)=[C:10]([C:19](=[S:21])[NH2:20])[CH:9]=[N:8]2)[CH2:6][CH2:5][CH2:4][CH2:3][CH2:2]1.Cl[CH2:23][C:24](=O)[CH2:25][C:26]([O:28][CH2:29][CH3:30])=[O:27]. The catalyst is C(O)C. The product is [CH:1]1([N:7]2[C:11]([C:12]3[CH:13]=[CH:14][C:15]([F:18])=[CH:16][CH:17]=3)=[C:10]([C:19]3[S:21][CH:23]=[C:24]([CH2:25][C:26]([O:28][CH2:29][CH3:30])=[O:27])[N:20]=3)[CH:9]=[N:8]2)[CH2:2][CH2:3][CH2:4][CH2:5][CH2:6]1. The yield is 0.840. (4) The reactants are Br[C:2]1[N:7]=[CH:6][C:5]([CH:8]=[O:9])=[CH:4][CH:3]=1.[C:10]12([C:20]3[CH:21]=[C:22](B(O)O)[CH:23]=[CH:24][C:25]=3[O:26][Si:27]([C:30]([CH3:33])([CH3:32])[CH3:31])([CH3:29])[CH3:28])[CH2:19][CH:14]3[CH2:15][CH:16]([CH2:18][CH:12]([CH2:13]3)[CH2:11]1)[CH2:17]2.C(=O)([O-])[O-].[Na+].[Na+]. The catalyst is C1(C)C=CC=CC=1.CCO.O.C(OCC)(=O)C. The product is [C:10]12([C:20]3[CH:21]=[C:22]([C:2]4[N:7]=[CH:6][C:5]([CH:8]=[O:9])=[CH:4][CH:3]=4)[CH:23]=[CH:24][C:25]=3[O:26][Si:27]([C:30]([CH3:33])([CH3:32])[CH3:31])([CH3:28])[CH3:29])[CH2:11][CH:12]3[CH2:18][CH:16]([CH2:15][CH:14]([CH2:13]3)[CH2:19]1)[CH2:17]2. The yield is 0.680. (5) The reactants are [CH2:1]([O:3][C@@H:4]1[CH2:8][N:7]([C:9](=[O:19])[C@H:10]([CH:16]([CH3:18])[CH3:17])[NH:11][C:12]([O:14][CH3:15])=[O:13])[C@H:6]([C:20]2[NH:24][C:23]3[C:25]4[C:30]([CH:31]=[CH:32][C:22]=3[N:21]=2)=[CH:29][C:28]2[C:33]3[C:38]([CH2:39][O:40][C:27]=2[CH:26]=4)=[CH:37][C:36]([C:41]2[NH:45][C:44]([C@@H:46]4[CH2:50][CH2:49][CH2:48][N:47]4[C:51](OC(C)(C)C)=[O:52])=[N:43][CH:42]=2)=[CH:35][CH:34]=3)[CH2:5]1)[CH3:2].Cl.[CH3:59][O:60][C:61]([NH:63][C@H:64]([C:68]1[CH:73]=[CH:72][CH:71]=[CH:70][CH:69]=1)C(O)=O)=[O:62].CCN(C(C)C)C(C)C.CCOC(C(C#N)=NOC(N1CCOCC1)=[N+](C)C)=O.F[P-](F)(F)(F)(F)F. The product is [CH2:1]([O:3][C@@H:4]1[CH2:8][N:7]([C:9](=[O:19])[C@@H:10]([NH:11][C:12]([O:14][CH3:15])=[O:13])[CH:16]([CH3:18])[CH3:17])[C@H:6]([C:20]2[NH:24][C:23]3[C:25]4[C:30]([CH:31]=[CH:32][C:22]=3[N:21]=2)=[CH:29][C:28]2[C:33]3[C:38]([CH2:39][O:40][C:27]=2[CH:26]=4)=[CH:37][C:36]([C:41]2[NH:45][C:44]([C@@H:46]4[CH2:50][CH2:49][CH2:48][N:47]4[C:51](=[O:52])[C@H:64]([NH:63][C:61](=[O:62])[O:60][CH3:59])[C:68]4[CH:73]=[CH:72][CH:71]=[CH:70][CH:69]=4)=[N:43][CH:42]=2)=[CH:35][CH:34]=3)[CH2:5]1)[CH3:2]. The catalyst is C(Cl)Cl.CO.CN(C=O)C. The yield is 0.180. (6) The reactants are [Na].[N+:2]([C:5]1[CH:10]=[CH:9][C:8]([OH:11])=[CH:7][CH:6]=1)([O-:4])=[O:3].C1(C)C=CC=CC=1.[O:19]1[CH:21]([CH2:22][CH2:23][CH2:24][CH2:25][CH2:26][CH2:27][CH2:28][CH3:29])[CH2:20]1. The catalyst is O.S([O-])([O-])(=O)=O.C([N+](CCCC)(CCCC)CCCC)CCC.C([N+](CCCC)(CCCC)CCCC)CCC. The product is [OH:19][CH:21]([CH2:22][CH2:23][CH2:24][CH2:25][CH2:26][CH2:27][CH2:28][CH3:29])[CH2:20][O:11][C:8]1[CH:9]=[CH:10][C:5]([N+:2]([O-:4])=[O:3])=[CH:6][CH:7]=1. The yield is 0.390. (7) The reactants are [Cl:1][C:2]1[CH:8]=[C:7]([O:9][C:10]2[C:11]3[N:18]([CH3:19])[CH:17]=[CH:16][C:12]=3[N:13]=[CH:14][N:15]=2)[CH:6]=[CH:5][C:3]=1[NH2:4].C(N(CC)CC)C.Cl[C:28](Cl)([O:30]C(=O)OC(Cl)(Cl)Cl)Cl.[CH2:39]([O:46][C:47]1[CH:53]=[CH:52][C:50]([NH2:51])=[CH:49][C:48]=1[C:54]([F:57])([F:56])[F:55])[C:40]1[CH:45]=[CH:44][CH:43]=[CH:42][CH:41]=1. The catalyst is O1CCCC1. The product is [CH2:39]([O:46][C:47]1[CH:53]=[CH:52][C:50]([NH:51][C:28]([NH:4][C:3]2[CH:5]=[CH:6][C:7]([O:9][C:10]3[C:11]4[N:18]([CH3:19])[CH:17]=[CH:16][C:12]=4[N:13]=[CH:14][N:15]=3)=[CH:8][C:2]=2[Cl:1])=[O:30])=[CH:49][C:48]=1[C:54]([F:55])([F:56])[F:57])[C:40]1[CH:41]=[CH:42][CH:43]=[CH:44][CH:45]=1. The yield is 0.420.